This data is from Forward reaction prediction with 1.9M reactions from USPTO patents (1976-2016). The task is: Predict the product of the given reaction. (1) Given the reactants [O:1]=[C:2]1[CH2:11][CH2:10][C:9]2[C:4](=[CH:5][C:6]([O:12][CH2:13][CH2:14][CH2:15][CH2:16][N:17]3[CH2:22][CH2:21][N:20]([C:23]4[C:31]5[CH:30]=[C:29](C(O)=O)[S:28][C:27]=5[CH:26]=[CH:25][CH:24]=4)[CH2:19][CH2:18]3)=[CH:7][CH:8]=2)[NH:3]1.O, predict the reaction product. The product is: [S:28]1[CH:29]=[CH:30][C:31]2[C:23]([N:20]3[CH2:19][CH2:18][N:17]([CH2:16][CH2:15][CH2:14][CH2:13][O:12][C:6]4[CH:5]=[C:4]5[C:9]([CH2:10][CH2:11][C:2](=[O:1])[NH:3]5)=[CH:8][CH:7]=4)[CH2:22][CH2:21]3)=[CH:24][CH:25]=[CH:26][C:27]1=2. (2) Given the reactants [Cl:1][C:2]1[C:3]([C:9]#[N:10])=[N:4][CH:5]=[C:6](Cl)[CH:7]=1.[F:11][C:12]1[CH:17]=[CH:16][C:15]([NH2:18])=[C:14]([C:19]([F:22])([F:21])[F:20])[CH:13]=1.CC(C)([O-])C.[K+].O, predict the reaction product. The product is: [Cl:1][C:2]1[C:3]([C:9]#[N:10])=[N:4][CH:5]=[C:6]([NH:18][C:15]2[CH:16]=[CH:17][C:12]([F:11])=[CH:13][C:14]=2[C:19]([F:22])([F:20])[F:21])[CH:7]=1.